This data is from Peptide-MHC class I binding affinity with 185,985 pairs from IEDB/IMGT. The task is: Regression. Given a peptide amino acid sequence and an MHC pseudo amino acid sequence, predict their binding affinity value. This is MHC class I binding data. The peptide sequence is VTVTNVLLY. The MHC is HLA-A68:02 with pseudo-sequence HLA-A68:02. The binding affinity (normalized) is 0.328.